This data is from Full USPTO retrosynthesis dataset with 1.9M reactions from patents (1976-2016). The task is: Predict the reactants needed to synthesize the given product. Given the product [CH:18]1([N:7]([CH:1]2[CH2:6][CH2:5][CH2:4][CH2:3][CH2:2]2)[C:8]([NH:10][C:11]2[S:12][C:13]([CH2:16][OH:17])=[CH:14][N:15]=2)=[O:9])[CH2:19][CH2:20][CH2:21][CH2:22][CH2:23]1, predict the reactants needed to synthesize it. The reactants are: [CH:1]1([N:7]([CH:18]2[CH2:23][CH2:22][CH2:21][CH2:20][CH2:19]2)[C:8]([NH:10][C:11]2[S:12][C:13]([CH:16]=[O:17])=[CH:14][N:15]=2)=[O:9])[CH2:6][CH2:5][CH2:4][CH2:3][CH2:2]1.[BH4-].[Li+].